From a dataset of Catalyst prediction with 721,799 reactions and 888 catalyst types from USPTO. Predict which catalyst facilitates the given reaction. (1) Reactant: [Cl:1][C:2]1[C:14]2[C:13]3[C:8](=[CH:9][CH:10]=[CH:11][CH:12]=3)[C:7](=[O:15])[C:6]=2[CH:5]=[C:4]([CH3:16])[CH:3]=1.C(=O)([O-])[O-].[K+].[K+].C[Si](C)(C)[C:25]([F:28])([F:27])[F:26].[F-].[Cs+].Br[CH2:34][C:35]([O:37]CC)=[O:36]. Product: [Cl:1][C:2]1[C:14]2[C:13]3[C:8](=[CH:9][CH:10]=[CH:11][CH:12]=3)[C:7]([C:25]([F:28])([F:27])[F:26])([O:15][CH2:34][C:35]([OH:37])=[O:36])[C:6]=2[CH:5]=[C:4]([CH3:16])[CH:3]=1. The catalyst class is: 145. (2) Reactant: [F:1][C:2]1[CH:10]=[C:9]([C:11]2[N:12]=[N:13][C:14]([O:17][CH2:18][CH:19]3[CH2:24][CH2:23][N:22]([CH2:25][C:26]([F:29])([CH3:28])[CH3:27])[CH2:21][CH2:20]3)=[CH:15][CH:16]=2)[CH:8]=[CH:7][C:3]=1[C:4](O)=[O:5].C(Cl)CCl.C1C=CC2N(O)N=NC=2C=1.CCN(C(C)C)C(C)C.[NH:53]1[CH2:57][CH2:56][CH2:55][C@H:54]1[C:58]([NH2:60])=[O:59]. Product: [F:1][C:2]1[CH:10]=[C:9]([C:11]2[N:12]=[N:13][C:14]([O:17][CH2:18][CH:19]3[CH2:20][CH2:21][N:22]([CH2:25][C:26]([F:29])([CH3:28])[CH3:27])[CH2:23][CH2:24]3)=[CH:15][CH:16]=2)[CH:8]=[CH:7][C:3]=1[C:4]([N:53]1[CH2:57][CH2:56][CH2:55][C@H:54]1[C:58]([NH2:60])=[O:59])=[O:5]. The catalyst class is: 18. (3) Product: [Cl:1][C:2]1[C:11]2[C:6]3[C:5]([CH2:23][CH2:24][N:12]([CH:13]4[CH2:22][CH2:21][C:16]5([O:20][CH2:19][CH2:18][O:17]5)[CH2:15][CH2:14]4)[C:7]=3[CH:8]=[CH:9][CH:10]=2)=[CH:4][N:3]=1. Reactant: [Cl:1][C:2]1[C:11]2[C:6](=[C:7]([NH:12][CH:13]3[CH2:22][CH2:21][C:16]4([O:20][CH2:19][CH2:18][O:17]4)[CH2:15][CH2:14]3)[CH:8]=[CH:9][CH:10]=2)[C:5]([CH:23]=[CH2:24])=[CH:4][N:3]=1.CC(C)([O-])C.[K+].C1(C)C=CC=CC=1.O.C(O)(=O)CC(CC(O)=O)(C(O)=O)O. The catalyst class is: 7. (4) Reactant: [CH:1]1([C@H:7]([OH:30])[C@H:8]([N:19]2C(=O)C3C(=CC=CC=3)C2=O)[CH2:9][N:10]([CH3:18])[C:11](=[O:17])[O:12][C:13]([CH3:16])([CH3:15])[CH3:14])[CH2:6][CH2:5][CH2:4][CH2:3][CH2:2]1.CCO.O.NN. Product: [NH2:19][C@@H:8]([C@H:7]([CH:1]1[CH2:2][CH2:3][CH2:4][CH2:5][CH2:6]1)[OH:30])[CH2:9][N:10]([CH3:18])[C:11](=[O:17])[O:12][C:13]([CH3:16])([CH3:14])[CH3:15]. The catalyst class is: 28. (5) Reactant: C(OC(=O)[N:7]([CH:9]([C:11](=[O:35])[NH:12][CH:13]([C:17]([N:19]1[CH2:23][CH:22]([OH:24])[CH2:21][CH:20]1[CH2:25][C:26]1[C:34]2[C:29](=[N:30][CH:31]=[CH:32][CH:33]=2)[NH:28][CH:27]=1)=[O:18])[CH:14](C)[CH3:15])[CH3:10])[CH3:8])(C)(C)C.[C:37](O)(C(F)(F)F)=[O:38]. Product: [OH:24][CH:22]1[CH2:23][N:19]([C:17]([CH:13]([NH:12][C:11](=[O:35])[CH:9]([NH:7][CH3:8])[CH3:10])[CH:14]([O:38][CH3:37])[CH3:15])=[O:18])[CH:20]([CH2:25][C:26]2[C:34]3[C:29](=[N:30][CH:31]=[CH:32][CH:33]=3)[NH:28][CH:27]=2)[CH2:21]1. The catalyst class is: 2. (6) Reactant: [Si:1]([O:8][CH2:9][C:10]1([CH3:19])[S:16][CH2:15][CH2:14][N:13]=[C:12](SC)[CH2:11]1)([C:4]([CH3:7])([CH3:6])[CH3:5])([CH3:3])[CH3:2].[Br:20][C:21]1[CH:26]=[CH:25][C:24]([C:27]2([C:30]([NH:32][NH2:33])=O)[CH2:29][CH2:28]2)=[CH:23][CH:22]=1. Product: [Br:20][C:21]1[CH:22]=[CH:23][C:24]([C:27]2([C:30]3[N:13]4[CH2:14][CH2:15][S:16][C:10]([CH2:9][O:8][Si:1]([C:4]([CH3:7])([CH3:6])[CH3:5])([CH3:3])[CH3:2])([CH3:19])[CH2:11][C:12]4=[N:33][N:32]=3)[CH2:29][CH2:28]2)=[CH:25][CH:26]=1. The catalyst class is: 51. (7) Reactant: C(Cl)(=O)C([Cl:4])=O.[C:7]([C:9](=[CH:13][C:14]([CH3:17])([CH3:16])[CH3:15])[C:10](O)=[O:11])#[N:8]. Product: [C:7]([C:9](=[CH:13][C:14]([CH3:17])([CH3:16])[CH3:15])[C:10]([Cl:4])=[O:11])#[N:8]. The catalyst class is: 174. (8) Reactant: [CH2:1]([C:8]1[S:12][C:11]([NH2:13])=[N:10][C:9]=1[C:14]1[CH:19]=[CH:18][C:17]([O:20][CH3:21])=[CH:16][CH:15]=1)[C:2]1[CH:7]=[CH:6][CH:5]=[CH:4][CH:3]=1.C(N(CC)CC)C.[F:29][C:30]1[CH:38]=[CH:37][C:33]([C:34](Cl)=[O:35])=[CH:32][CH:31]=1. Product: [CH2:1]([C:8]1[S:12][C:11]([NH:13][C:34](=[O:35])[C:33]2[CH:37]=[CH:38][C:30]([F:29])=[CH:31][CH:32]=2)=[N:10][C:9]=1[C:14]1[CH:15]=[CH:16][C:17]([O:20][CH3:21])=[CH:18][CH:19]=1)[C:2]1[CH:3]=[CH:4][CH:5]=[CH:6][CH:7]=1. The catalyst class is: 251. (9) Reactant: [CH2:1]([N:3]([CH2:17][CH3:18])[C:4](=S)[NH:5][C:6]1[CH:15]=[CH:14][CH:13]=[CH:12][C:7]=1[C:8]([O:10]C)=O)[CH3:2].IC.[C:21]1([CH2:27][C:28]([NH:30][NH2:31])=[O:29])[CH:26]=[CH:25][CH:24]=[CH:23][CH:22]=1. Product: [CH2:17]([N:3]([CH2:1][CH3:2])[C:4]1[N:31]([NH:30][C:28](=[O:29])[CH2:27][C:21]2[CH:22]=[CH:23][CH:24]=[CH:25][CH:26]=2)[C:8](=[O:10])[C:7]2[C:6](=[CH:15][CH:14]=[CH:13][CH:12]=2)[N:5]=1)[CH3:18]. The catalyst class is: 5. (10) Reactant: [Cl:1][C:2]1[C:10]2[N:9]=[C:8]3[N:11]([C:15]4[CH:16]=[CH:17][C:18]([OH:22])=[N:19][C:20]=4[CH3:21])[CH2:12][CH2:13][CH2:14][N:7]3[C:6]=2[C:5]([CH:23]([O:28][CH:29]([F:31])[F:30])[C:24]([F:27])([F:26])[F:25])=[CH:4][CH:3]=1.C(=O)([O-])[O-].[Na+].[Na+].[F:38][C:39]([F:47])(S(F)(=O)=O)C(O)=O. Product: [Cl:1][C:2]1[C:10]2[N:9]=[C:8]3[N:11]([C:15]4[C:20]([CH3:21])=[N:19][C:18]([O:22][CH:39]([F:47])[F:38])=[CH:17][CH:16]=4)[CH2:12][CH2:13][CH2:14][N:7]3[C:6]=2[C:5]([CH:23]([O:28][CH:29]([F:30])[F:31])[C:24]([F:27])([F:26])[F:25])=[CH:4][CH:3]=1. The catalyst class is: 10.